The task is: Predict the product of the given reaction.. This data is from Forward reaction prediction with 1.9M reactions from USPTO patents (1976-2016). (1) The product is: [I:39][C:38]1[C:33]([O:31][C:28]2[CH:27]=[CH:26][C:25]([NH:24][C:17]3[C:18]4[C:23](=[CH:22][CH:21]=[CH:20][CH:19]=4)[C:14]([C:8]4[CH:9]=[CH:10][CH:11]=[CH:12][CH:13]=4)=[N:15][N:16]=3)=[CH:30][CH:29]=2)=[N:34][CH:35]=[N:36][CH:37]=1. Given the reactants C(=O)([O-])[O-].[Cs+].[Cs+].Cl.[C:8]1([C:14]2[C:23]3[C:18](=[CH:19][CH:20]=[CH:21][CH:22]=3)[C:17]([NH:24][C:25]3[CH:30]=[CH:29][C:28]([OH:31])=[CH:27][CH:26]=3)=[N:16][N:15]=2)[CH:13]=[CH:12][CH:11]=[CH:10][CH:9]=1.Cl[C:33]1[C:38]([I:39])=[CH:37][N:36]=[CH:35][N:34]=1, predict the reaction product. (2) Given the reactants [C:1]([Li])(C)(C)C.[C:6]([O:10][C:11](=[O:23])[NH:12][C:13]1[CH:18]=[C:17]([O:19][CH3:20])[CH:16]=[C:15]([O:21][CH3:22])[CH:14]=1)([CH3:9])([CH3:8])[CH3:7].CI.CCOC(C)=O, predict the reaction product. The product is: [C:6]([O:10][C:11](=[O:23])[NH:12][C:13]1[CH:18]=[C:17]([O:19][CH3:20])[CH:16]=[C:15]([O:21][CH3:22])[C:14]=1[CH3:1])([CH3:9])([CH3:8])[CH3:7].